Dataset: Forward reaction prediction with 1.9M reactions from USPTO patents (1976-2016). Task: Predict the product of the given reaction. (1) Given the reactants [Cl:1][C:2]1[C:3]([S:24]([N:27]([CH2:37][C:38]2[CH:43]=[CH:42][C:41]([O:44][CH3:45])=[CH:40][CH:39]=2)[CH2:28][C:29]2[CH:34]=[CH:33][C:32]([O:35][CH3:36])=[CH:31][CH:30]=2)(=[O:26])=[O:25])=[N:4][CH:5]=[C:6]([C:9]([N:11]2[CH2:16][CH2:15][CH:14]([C:17]3[CH:22]=[CH:21][C:20]([F:23])=[CH:19][CH:18]=3)[CH2:13][CH2:12]2)=[O:10])[C:7]=1Cl.[Cl:46][C:47]1[CH:53]=[CH:52][C:50]([NH2:51])=[CH:49][CH:48]=1, predict the reaction product. The product is: [Cl:1][C:2]1[C:3]([S:24]([N:27]([CH2:28][C:29]2[CH:30]=[CH:31][C:32]([O:35][CH3:36])=[CH:33][CH:34]=2)[CH2:37][C:38]2[CH:43]=[CH:42][C:41]([O:44][CH3:45])=[CH:40][CH:39]=2)(=[O:25])=[O:26])=[N:4][CH:5]=[C:6]([C:9]([N:11]2[CH2:16][CH2:15][CH:14]([C:17]3[CH:22]=[CH:21][C:20]([F:23])=[CH:19][CH:18]=3)[CH2:13][CH2:12]2)=[O:10])[C:7]=1[NH:51][C:50]1[CH:52]=[CH:53][C:47]([Cl:46])=[CH:48][CH:49]=1. (2) Given the reactants Br[CH:2]1[C:7](=O)[CH:6]([CH3:9])[CH2:5][O:4][CH2:3]1.[OH-].[NH4+:11].[CH2:12]([C:14]1[CH:22]=[C:21]([CH3:23])[C:20](C=O)=[CH:19][C:15]=1[C:16]([OH:18])=[O:17])[CH3:13].C[N:27]([CH3:30])C=O, predict the reaction product. The product is: [CH2:12]([C:14]1[CH:22]=[C:21]([CH3:23])[C:20]([C:30]2[NH:27][C:2]3[CH2:3][O:4][CH2:5][CH:6]([CH3:9])[C:7]=3[N:11]=2)=[CH:19][C:15]=1[C:16]([OH:18])=[O:17])[CH3:13]. (3) Given the reactants Cl.[C:2]([C:5]1[CH:15]=[CH:14][C:8]([C:9]([O:11]CC)=[O:10])=[CH:7][CH:6]=1)(=[NH:4])[NH2:3], predict the reaction product. The product is: [C:2]([C:5]1[CH:15]=[CH:14][C:8]([C:9]([OH:11])=[O:10])=[CH:7][CH:6]=1)(=[NH:3])[NH2:4]. (4) Given the reactants [C:1]1([CH3:21])[CH:6]=[CH:5][C:4]([S:7]([C:10]2[CH:19]=[CH:18][C:17]([OH:20])=[C:16]3[C:11]=2[CH:12]=[CH:13][CH:14]=[N:15]3)(=[O:9])=[O:8])=[CH:3][CH:2]=1.[I:22]N1C(=O)CCC1=O, predict the reaction product. The product is: [I:22][C:18]1[C:17]([OH:20])=[C:16]2[C:11]([CH:12]=[CH:13][CH:14]=[N:15]2)=[C:10]([S:7]([C:4]2[CH:3]=[CH:2][C:1]([CH3:21])=[CH:6][CH:5]=2)(=[O:9])=[O:8])[CH:19]=1.